Dataset: Forward reaction prediction with 1.9M reactions from USPTO patents (1976-2016). Task: Predict the product of the given reaction. (1) Given the reactants [OH-].[Na+].C([O:5][C:6](=[O:52])[CH2:7][N:8]1[CH2:13][CH2:12][N:11]([CH:14]2[CH2:19][CH2:18][N:17]([C:20](=[O:51])[CH:21]([NH:31][C:32]([N:34]3[CH2:39][CH2:38][CH:37]([N:40]4[CH2:49][C:48]5[C:43](=[CH:44][CH:45]=[CH:46][CH:47]=5)[NH:42][C:41]4=[O:50])[CH2:36][CH2:35]3)=[O:33])[CH2:22][C:23]3[CH:28]=[CH:27][C:26]([Br:29])=[C:25]([CH3:30])[CH:24]=3)[CH2:16][CH2:15]2)[CH2:10][CH2:9]1)C.Cl, predict the reaction product. The product is: [Br:29][C:26]1[CH:27]=[CH:28][C:23]([CH2:22][CH:21]([NH:31][C:32]([N:34]2[CH2:35][CH2:36][CH:37]([N:40]3[CH2:49][C:48]4[C:43](=[CH:44][CH:45]=[CH:46][CH:47]=4)[NH:42][C:41]3=[O:50])[CH2:38][CH2:39]2)=[O:33])[C:20]([N:17]2[CH2:18][CH2:19][CH:14]([N:11]3[CH2:12][CH2:13][N:8]([CH2:7][C:6]([OH:52])=[O:5])[CH2:9][CH2:10]3)[CH2:15][CH2:16]2)=[O:51])=[CH:24][C:25]=1[CH3:30]. (2) Given the reactants [NH:1]([C:5]1[CH:6]=[C:7]2[C:11](=[CH:12][CH:13]=1)[NH:10][C:9](=[O:14])[CH2:8]2)[C:2]([NH2:4])=[O:3].[Br:15][C:16]1[CH:17]=[C:18]([CH:21]=O)[NH:19][CH:20]=1.N1CCCCC1, predict the reaction product. The product is: [NH:1]([C:5]1[CH:6]=[C:7]2[C:11](=[CH:12][CH:13]=1)[NH:10][C:9](=[O:14])[C:8]2=[CH:21][C:18]1[NH:19][CH:20]=[C:16]([Br:15])[CH:17]=1)[C:2]([NH2:4])=[O:3]. (3) Given the reactants C1C=CC2C(O)(C3C=CC(Cl)=C(S(N)(=O)=O)C=3)NC(=O)C=2C=1.[CH:23]1[CH:28]=[C:27]([Cl:29])[C:26]([NH:30][C:31]2[NH:35][CH2:34][CH2:33][N:32]=2)=[C:25]([Cl:36])[CH:24]=1.Cl, predict the reaction product. The product is: [CH:23]1[CH:28]=[C:27]([Cl:29])[C:26]([NH:30][C:31]2[NH:35][CH2:34][CH2:33][N:32]=2)=[C:25]([Cl:36])[CH:24]=1.